Dataset: Forward reaction prediction with 1.9M reactions from USPTO patents (1976-2016). Task: Predict the product of the given reaction. Given the reactants [NH:1]1[CH2:5][CH:4]=[CH:3][CH2:2]1.C1(=O)CCCC1.[C-]#N.[K+].CN(C)[C:17]1([C:22]#[N:23])[CH2:21][CH2:20][CH2:19][CH2:18]1, predict the reaction product. The product is: [N:1]1([C:17]2([C:22]#[N:23])[CH2:21][CH2:20][CH2:19][CH2:18]2)[CH2:5][CH:4]=[CH:3][CH2:2]1.